From a dataset of Buchwald-Hartwig C-N cross coupling reaction yields with 55,370 reactions. Predict the reaction yield, written as a fraction of the theoretical maximum amount of product (1.0 means a 100% yield; for example, 0.34 means a 34% yield). (1) The reactants are Brc1cccnc1.Cc1ccc(N)cc1.O=S(=O)(O[Pd]1c2ccccc2-c2ccccc2N~1)C(F)(F)F.CC(C)c1cc(C(C)C)c(-c2ccccc2P(C(C)(C)C)C(C)(C)C)c(C(C)C)c1.CCN=P(N=P(N(C)C)(N(C)C)N(C)C)(N(C)C)N(C)C.CCOC(=O)c1cnoc1C. No catalyst specified. The product is Cc1ccc(Nc2cccnc2)cc1. The yield is 0.214. (2) The reactants are COc1ccc(I)cc1.Cc1ccc(N)cc1.O=S(=O)(O[Pd]1c2ccccc2-c2ccccc2N~1)C(F)(F)F.CC(C)c1cc(C(C)C)c(-c2ccccc2P(C2CCCCC2)C2CCCCC2)c(C(C)C)c1.CCN=P(N=P(N(C)C)(N(C)C)N(C)C)(N(C)C)N(C)C.Cc1cc(-n2cccc2)no1. No catalyst specified. The product is COc1ccc(Nc2ccc(C)cc2)cc1. The yield is 0.474. (3) The reactants are Brc1cccnc1.Cc1ccc(N)cc1.O=S(=O)(O[Pd]1c2ccccc2-c2ccccc2N~1)C(F)(F)F.CC(C)c1cc(C(C)C)c(-c2ccccc2P(C(C)(C)C)C(C)(C)C)c(C(C)C)c1.CCN=P(N=P(N(C)C)(N(C)C)N(C)C)(N(C)C)N(C)C.CCOC(=O)c1cc(C)on1. No catalyst specified. The product is Cc1ccc(Nc2cccnc2)cc1. The yield is 0.686. (4) The reactants are CCc1ccc(Cl)cc1.Cc1ccc(N)cc1.O=S(=O)(O[Pd]1c2ccccc2-c2ccccc2N~1)C(F)(F)F.CC(C)c1cc(C(C)C)c(-c2ccccc2P(C(C)(C)C)C(C)(C)C)c(C(C)C)c1.CN1CCCN2CCCN=C12.Cc1cc(-n2cccc2)no1. No catalyst specified. The product is CCc1ccc(Nc2ccc(C)cc2)cc1. The yield is 0.0352. (5) The reactants are Ic1cccnc1.Cc1ccc(N)cc1.O=S(=O)(O[Pd]1c2ccccc2-c2ccccc2N~1)C(F)(F)F.COc1ccc(OC)c(P(C(C)(C)C)C(C)(C)C)c1-c1c(C(C)C)cc(C(C)C)cc1C(C)C.CN(C)C(=NC(C)(C)C)N(C)C.Fc1cccc(F)c1-c1ccno1. No catalyst specified. The product is Cc1ccc(Nc2cccnc2)cc1. The yield is 0.551. (6) The reactants are COc1ccc(Cl)cc1.Cc1ccc(N)cc1.O=S(=O)(O[Pd]1c2ccccc2-c2ccccc2N~1)C(F)(F)F.COc1ccc(OC)c(P(C(C)(C)C)C(C)(C)C)c1-c1c(C(C)C)cc(C(C)C)cc1C(C)C.CN1CCCN2CCCN=C12.Cc1cc(C)on1. No catalyst specified. The product is COc1ccc(Nc2ccc(C)cc2)cc1. The yield is 0.00493. (7) No catalyst specified. The reactants are Clc1ccccn1.Cc1ccc(N)cc1.O=S(=O)(O[Pd]1c2ccccc2-c2ccccc2N~1)C(F)(F)F.CC(C)c1cc(C(C)C)c(-c2ccccc2P(C2CCCCC2)C2CCCCC2)c(C(C)C)c1.CN(C)C(=NC(C)(C)C)N(C)C.c1ccc2nocc2c1. The yield is 0.0451. The product is Cc1ccc(Nc2ccccn2)cc1. (8) The reactants are Clc1ccccn1.Cc1ccc(N)cc1.O=S(=O)(O[Pd]1c2ccccc2-c2ccccc2N~1)C(F)(F)F.CC(C)c1cc(C(C)C)c(-c2ccccc2P(C(C)(C)C)C(C)(C)C)c(C(C)C)c1.CN1CCCN2CCCN=C12.c1ccc(-c2ccno2)cc1. No catalyst specified. The product is Cc1ccc(Nc2ccccn2)cc1. The yield is 0.867. (9) No catalyst specified. The yield is 0.217. The reactants are Brc1ccccn1.Cc1ccc(N)cc1.O=S(=O)(O[Pd]1c2ccccc2-c2ccccc2N~1)C(F)(F)F.CC(C)c1cc(C(C)C)c(-c2ccccc2P(C(C)(C)C)C(C)(C)C)c(C(C)C)c1.CCN=P(N=P(N(C)C)(N(C)C)N(C)C)(N(C)C)N(C)C.c1ccc2nocc2c1. The product is Cc1ccc(Nc2ccccn2)cc1. (10) The reactants are COc1ccc(Br)cc1.Cc1ccc(N)cc1.O=S(=O)(O[Pd]1c2ccccc2-c2ccccc2N~1)C(F)(F)F.CC(C)c1cc(C(C)C)c(-c2ccccc2P(C(C)(C)C)C(C)(C)C)c(C(C)C)c1.CN1CCCN2CCCN=C12.Cc1ccon1. No catalyst specified. The product is COc1ccc(Nc2ccc(C)cc2)cc1. The yield is 0.441.